From a dataset of Reaction yield outcomes from USPTO patents with 853,638 reactions. Predict the reaction yield, written as a fraction of the theoretical maximum amount of product (1.0 means a 100% yield; for example, 0.34 means a 34% yield). (1) The reactants are [Cl:1][C:2]1[CH:3]=[C:4]2[C:12](=[C:13]([NH:15][C:16]([CH:18]3[N:23]([CH2:24][C:25]([OH:27])=O)[CH2:22][C:21]([CH3:29])([CH3:28])[O:20][CH2:19]3)=[O:17])[CH:14]=1)[NH:11][C:10]1[CH:9]=[N:8][CH:7]=[CH:6][C:5]2=1.[NH:30]1[CH2:35][CH2:34][CH:33]([CH2:36][OH:37])[CH2:32][CH2:31]1.C(Cl)CCl.O. The catalyst is N1C=CC=CC=1. The product is [Cl:1][C:2]1[CH:3]=[C:4]2[C:12](=[C:13]([NH:15][C:16]([CH:18]3[CH2:19][O:20][C:21]([CH3:28])([CH3:29])[CH2:22][N:23]3[CH2:24][C:25]([N:30]3[CH2:35][CH2:34][CH:33]([CH2:36][OH:37])[CH2:32][CH2:31]3)=[O:27])=[O:17])[CH:14]=1)[NH:11][C:10]1[CH:9]=[N:8][CH:7]=[CH:6][C:5]2=1. The yield is 0.620. (2) The reactants are Cl[C:2]1[N:9]=[C:8]([CH3:10])[CH:7]=[C:6](Cl)[C:3]=1[C:4]#[N:5].[CH3:12][O-:13].[Na+].[C:15]([OH:18])(=O)C. The product is [CH3:12][O:13][C:2]1[N:9]=[C:8]([CH3:10])[CH:7]=[C:6]([O:18][CH3:15])[C:3]=1[C:4]#[N:5]. The catalyst is CO. The yield is 0.950.